From a dataset of Full USPTO retrosynthesis dataset with 1.9M reactions from patents (1976-2016). Predict the reactants needed to synthesize the given product. (1) Given the product [CH:1]1[C:10]2[C:5](=[CH:6][CH:7]=[CH:8][CH:9]=2)[CH:4]=[CH:3][C:2]=1[N:11]1[CH2:18][C@@H:17]2[NH:20][CH2:21][C@H:12]1[CH2:13][CH:14]=[CH:15][CH2:16]2, predict the reactants needed to synthesize it. The reactants are: [CH:1]1[C:10]2[C:5](=[CH:6][CH:7]=[CH:8][CH:9]=2)[CH:4]=[CH:3][C:2]=1[N:11]1[C:18](=O)[CH:17]2[NH:20][C:21](=O)[CH:12]1[CH2:13][CH:14]=[CH:15][CH2:16]2.CC(C[AlH]CC(C)C)C. (2) Given the product [Cl:13][C:10]1[C:9]2[C:4](=[CH:5][C:6]([F:15])=[C:7]([Cl:14])[CH:8]=2)[N:3]=[C:2]([C:17]2[CH:26]=[CH:25][CH:24]=[CH:19][N:18]=2)[C:11]=1[CH3:12], predict the reactants needed to synthesize it. The reactants are: Cl[C:2]1[C:11]([CH3:12])=[C:10]([Cl:13])[C:9]2[C:4](=[CH:5][C:6]([F:15])=[C:7]([Cl:14])[CH:8]=2)[N:3]=1.Cl[C:17]1[C:26](C)=[C:25](Cl)[C:24]2[C:19](=CC=C(Cl)C=2F)[N:18]=1.C([Sn](CCCC)(CCCC)C1C=CC=CN=1)CCC. (3) Given the product [CH3:9][O:10][C:11]([C:13]1[CH:18]=[CH:17][CH:16]=[C:15]([CH2:19][Br:1])[N:14]=1)=[O:12], predict the reactants needed to synthesize it. The reactants are: [Br:1]N1C(=O)CCC1=O.[CH3:9][O:10][C:11]([C:13]1[CH:18]=[CH:17][CH:16]=[C:15]([CH3:19])[N:14]=1)=[O:12]. (4) Given the product [Cl:1][C:2]1[N:3]=[C:4]([N:3]([CH2:4][CH2:5][CH3:6])[CH2:15][CH2:16][CH3:17])[C:5]([N+:9]([O-:11])=[O:10])=[C:6]([Cl:8])[N:7]=1, predict the reactants needed to synthesize it. The reactants are: [Cl:1][C:2]1[N:7]=[C:6]([Cl:8])[C:5]([N+:9]([O-:11])=[O:10])=[C:4](Cl)[N:3]=1.O1[CH2:17][CH2:16][CH2:15]C1. (5) Given the product [F:24][C:2]([F:1])([F:23])[O:3][C:4]1[CH:9]=[CH:8][C:7]([N:10]2[CH:14]=[N:13][C:12]([C:15]3[CH:20]=[CH:19][C:18]([CH2:21][CH2:22][OH:34])=[CH:17][CH:16]=3)=[N:11]2)=[CH:6][CH:5]=1, predict the reactants needed to synthesize it. The reactants are: [F:1][C:2]([F:24])([F:23])[O:3][C:4]1[CH:9]=[CH:8][C:7]([N:10]2[CH:14]=[N:13][C:12]([C:15]3[CH:20]=[CH:19][C:18]([CH:21]=[CH2:22])=[CH:17][CH:16]=3)=[N:11]2)=[CH:6][CH:5]=1.C12BC(CCC1)CCC2.[OH-:34].[Na+].OO. (6) The reactants are: [CH3:1][O:2][C:3]1[C:19]([O:20][CH3:21])=[CH:18][C:6]2=[N:7][C:8]3[NH:9][CH:10]=[C:11]([C:16]#[N:17])[C:12](=O)[C:13]=3[CH:14]=[C:5]2[CH:4]=1.P(Cl)(Cl)([Cl:24])=O. Given the product [Cl:24][C:12]1[C:13]2[CH:14]=[C:5]3[CH:4]=[C:3]([O:2][CH3:1])[C:19]([O:20][CH3:21])=[CH:18][C:6]3=[N:7][C:8]=2[N:9]=[CH:10][C:11]=1[C:16]#[N:17], predict the reactants needed to synthesize it. (7) Given the product [O:31]=[C:30]1[C:29]2[C:24](=[CH:25][CH:26]=[CH:27][CH:28]=2)[C:23](=[O:32])[N:22]1[CH2:21][C@@H:20]([NH:19][C:7]([C:5]1[S:6][C:2]([CH3:1])=[C:3]([C:10]2[N:14]([CH3:15])[N:13]=[CH:12][C:11]=2[CH2:16][CH2:17][CH3:18])[CH:4]=1)=[O:9])[CH2:33][C:34]1[CH:39]=[CH:38][CH:37]=[CH:36][C:35]=1[C:40]([F:42])([F:41])[F:43], predict the reactants needed to synthesize it. The reactants are: [CH3:1][C:2]1[S:6][C:5]([C:7]([OH:9])=O)=[CH:4][C:3]=1[C:10]1[N:14]([CH3:15])[N:13]=[CH:12][C:11]=1[CH2:16][CH2:17][CH3:18].[NH2:19][C@@H:20]([CH2:33][C:34]1[CH:39]=[CH:38][CH:37]=[CH:36][C:35]=1[C:40]([F:43])([F:42])[F:41])[CH2:21][N:22]1[C:30](=[O:31])[C:29]2[C:24](=[CH:25][CH:26]=[CH:27][CH:28]=2)[C:23]1=[O:32].C(N(C(C)C)CC)(C)C.F[P-](F)(F)(F)(F)F.Br[P+](N1CCCC1)(N1CCCC1)N1CCCC1.